Dataset: Reaction yield outcomes from USPTO patents with 853,638 reactions. Task: Predict the reaction yield, written as a fraction of the theoretical maximum amount of product (1.0 means a 100% yield; for example, 0.34 means a 34% yield). The reactants are [F:1][C:2]([F:26])([F:25])[O:3][C:4]1[CH:9]=[CH:8][C:7]([N:10]2[CH:14]=[N:13][C:12]([C:15]3[CH:20]=[CH:19][C:18]([CH2:21][C@H:22]([NH2:24])[CH3:23])=[CH:17][CH:16]=3)=[N:11]2)=[CH:6][CH:5]=1.[C:27](=[O:30])(O)[O-].[Na+].ClC(Cl)(OC(=O)OC(Cl)(Cl)Cl)Cl.[CH:44]([C:47]1[CH:52]=[CH:51][C:50]([CH3:53])=[CH:49][C:48]=1[NH:54][C:55]([NH2:57])=[S:56])([CH3:46])[CH3:45].C(=O)([O-])[O-].[Cs+].[Cs+].Br[CH2:65][C:66](OC)=[O:67].C([O-])(=O)C.[Na+]. The catalyst is ClCCl.O.O.C(O)C. The product is [CH:44]([C:47]1[CH:52]=[CH:51][C:50]([CH3:53])=[CH:49][C:48]=1[N:54]1[C:66](=[O:67])[CH2:65][S:56]/[C:55]/1=[N:57]\[C:27]([NH:24][C@H:22]([CH3:23])[CH2:21][C:18]1[CH:19]=[CH:20][C:15]([C:12]2[N:13]=[CH:14][N:10]([C:7]3[CH:6]=[CH:5][C:4]([O:3][C:2]([F:1])([F:25])[F:26])=[CH:9][CH:8]=3)[N:11]=2)=[CH:16][CH:17]=1)=[O:30])([CH3:46])[CH3:45]. The yield is 0.190.